From a dataset of CYP2D6 inhibition data for predicting drug metabolism from PubChem BioAssay. Regression/Classification. Given a drug SMILES string, predict its absorption, distribution, metabolism, or excretion properties. Task type varies by dataset: regression for continuous measurements (e.g., permeability, clearance, half-life) or binary classification for categorical outcomes (e.g., BBB penetration, CYP inhibition). Dataset: cyp2d6_veith. The result is 0 (non-inhibitor). The drug is C[C@H](NC(=O)Cn1cncn1)c1ccccc1.